From a dataset of Peptide-MHC class II binding affinity with 134,281 pairs from IEDB. Regression. Given a peptide amino acid sequence and an MHC pseudo amino acid sequence, predict their binding affinity value. This is MHC class II binding data. The peptide sequence is AAATAGTTVYGAEAA. The MHC is HLA-DQA10102-DQB10602 with pseudo-sequence HLA-DQA10102-DQB10602. The binding affinity (normalized) is 0.732.